Dataset: Reaction yield outcomes from USPTO patents with 853,638 reactions. Task: Predict the reaction yield, written as a fraction of the theoretical maximum amount of product (1.0 means a 100% yield; for example, 0.34 means a 34% yield). The reactants are Br[C:2]1[CH:7]=[CH:6][C:5]([Cl:8])=[C:4]([Cl:9])[N:3]=1.C([Mg]Cl)(C)C.[C:15]([O:19][C:20]([N:22]1[CH2:26][CH2:25][CH2:24][C:23]1([CH:30]=[O:31])[CH2:27][CH2:28][CH3:29])=[O:21])([CH3:18])([CH3:17])[CH3:16]. The catalyst is C1COCC1. The product is [C:15]([O:19][C:20]([N:22]1[CH2:26][CH2:25][CH2:24][C:23]1([CH:30]([C:2]1[CH:7]=[CH:6][C:5]([Cl:8])=[C:4]([Cl:9])[N:3]=1)[OH:31])[CH2:27][CH2:28][CH3:29])=[O:21])([CH3:17])([CH3:18])[CH3:16]. The yield is 0.560.